Dataset: Catalyst prediction with 721,799 reactions and 888 catalyst types from USPTO. Task: Predict which catalyst facilitates the given reaction. (1) Reactant: [OH:1][C:2]1[CH:3]=[C:4]([CH:7]=[CH:8][C:9]=1[N+:10]([O-:12])=[O:11])[CH:5]=O.[F:13][C:14]1[CH:15]=[C:16]2[C:20](=[CH:21][C:22]=1[F:23])[NH:19][C:18]([C:24]1[CH:25]=[CH:26][C:27]([O:31][CH3:32])=[C:28]([NH2:30])[CH:29]=1)=[CH:17]2.C(O[BH-](OC(=O)C)OC(=O)C)(=O)C.[Na+].C(=O)(O)[O-].[Na+]. Product: [F:13][C:14]1[CH:15]=[C:16]2[C:20](=[CH:21][C:22]=1[F:23])[NH:19][C:18]([C:24]1[CH:25]=[CH:26][C:27]([O:31][CH3:32])=[C:28]([NH:30][CH2:5][C:4]3[CH:7]=[CH:8][C:9]([N+:10]([O-:12])=[O:11])=[C:2]([OH:1])[CH:3]=3)[CH:29]=1)=[CH:17]2. The catalyst class is: 322. (2) Product: [C:1]([C:3]1[CH:4]=[C:5]([CH:10]=[C:11]([I:14])[C:12]=1[OH:13])[C:6]([O:8][CH3:9])=[O:7])#[N:2]. Reactant: [C:1]([C:3]1[CH:4]=[C:5]([CH:10]=[CH:11][C:12]=1[OH:13])[C:6]([O:8][CH3:9])=[O:7])#[N:2].[I:14]N1C(=O)CCC1=O.FC(F)(F)S(O)(=O)=O. The catalyst class is: 147. (3) Reactant: [N:1]1([C:7](=[O:18])[CH2:8][C:9]2[CH:14]=[CH:13][CH:12]=[C:11]([N+:15]([O-])=O)[CH:10]=2)[CH2:6][CH2:5][O:4][CH2:3][CH2:2]1. Product: [NH2:15][C:11]1[CH:10]=[C:9]([CH2:8][C:7]([N:1]2[CH2:2][CH2:3][O:4][CH2:5][CH2:6]2)=[O:18])[CH:14]=[CH:13][CH:12]=1. The catalyst class is: 29.